From a dataset of Reaction yield outcomes from USPTO patents with 853,638 reactions. Predict the reaction yield, written as a fraction of the theoretical maximum amount of product (1.0 means a 100% yield; for example, 0.34 means a 34% yield). The reactants are [OH:1][C:2]1[C:3]([CH3:12])=[N:4][CH:5]=[C:6]([CH2:10][OH:11])[C:7]=1[CH:8]=O.Cl.[C:14]([NH:18][OH:19])([CH3:17])([CH3:16])[CH3:15]. The catalyst is C1(C)C=CC=CC=1. The product is [C:14]([N+:18]([O-:19])=[CH:8][C:7]1[C:6]([CH2:10][OH:11])=[CH:5][N:4]=[C:3]([CH3:12])[C:2]=1[OH:1])([CH3:17])([CH3:16])[CH3:15]. The yield is 0.330.